Dataset: Catalyst prediction with 721,799 reactions and 888 catalyst types from USPTO. Task: Predict which catalyst facilitates the given reaction. (1) Reactant: [C:1]1([N:7]2[C:16]3[C:11](=[CH:12][CH:13]=[CH:14][CH:15]=3)[C:10](=O)[CH2:9][C:8]2=[O:18])[CH:6]=[CH:5][CH:4]=[CH:3][CH:2]=1.[CH3:19]OC(OC)N(C)C.S(O)(O)(=O)=O.[CH3:32][S:33][C:34](=[NH:36])[NH2:35]. Product: [CH3:32][S:33][C:34]1[N:35]=[CH:19][C:9]2[C:8](=[O:18])[N:7]([C:1]3[CH:6]=[CH:5][CH:4]=[CH:3][CH:2]=3)[C:16]3[CH:15]=[CH:14][CH:13]=[CH:12][C:11]=3[C:10]=2[N:36]=1. The catalyst class is: 15. (2) Reactant: [Br:1][C:2]1[CH:3]=[CH:4][C:5](F)=[N:6][CH:7]=1.C([O-])([O-])=O.[Cs+].[Cs+].[OH:15][CH:16]1[CH2:20][CH2:19][O:18][CH2:17]1.O. Product: [Br:1][C:2]1[CH:3]=[CH:4][C:5]([O:15][CH:16]2[CH2:20][CH2:19][O:18][CH2:17]2)=[N:6][CH:7]=1. The catalyst class is: 3.